Predict the reaction yield, written as a fraction of the theoretical maximum amount of product (1.0 means a 100% yield; for example, 0.34 means a 34% yield). From a dataset of Reaction yield outcomes from USPTO patents with 853,638 reactions. The reactants are C([N:14]1[CH2:17][C:16]([NH:19][C:20]2[CH:21]=[C:22]3[C:31](=[CH:32][CH:33]=2)[O:30][CH2:29][C:28]2[N:23]3[C@H:24]([CH3:35])[C:25](=[O:34])[NH:26][N:27]=2)([CH3:18])[CH2:15]1)(C1C=CC=CC=1)C1C=CC=CC=1.[C:44](O[C:44]([O:46][C:47]([CH3:50])([CH3:49])[CH3:48])=[O:45])([O:46][C:47]([CH3:50])([CH3:49])[CH3:48])=[O:45]. The catalyst is CO.[OH-].[OH-].[Pd+2]. The product is [C:47]([O:46][C:44]([N:14]1[CH2:15][C:16]([CH3:18])([NH:19][C:20]2[CH:21]=[C:22]3[C:31](=[CH:32][CH:33]=2)[O:30][CH2:29][C:28]2[N:23]3[C@H:24]([CH3:35])[C:25](=[O:34])[NH:26][N:27]=2)[CH2:17]1)=[O:45])([CH3:48])([CH3:49])[CH3:50]. The yield is 0.750.